Predict which catalyst facilitates the given reaction. From a dataset of Catalyst prediction with 721,799 reactions and 888 catalyst types from USPTO. (1) The catalyst class is: 6. Reactant: [CH3:1][CH:2]([CH2:16][CH2:17][CH2:18][CH:19]([CH3:31])[CH2:20][CH2:21][CH2:22][CH:23]([CH3:30])[CH2:24][CH2:25][CH2:26][CH:27]([CH3:29])[CH3:28])[CH2:3][CH2:4][CH2:5][C:6]([O:8][CH2:9][C@@H:10]([C@@H:12]([CH2:14][OH:15])[OH:13])[OH:11])=[O:7]. Product: [CH3:1][CH:2]([CH2:16][CH2:17][CH2:18][CH:19]([CH3:31])[CH2:20][CH2:21][CH2:22][CH:23]([CH3:30])[CH2:24][CH2:25][CH2:26][CH:27]([CH3:29])[CH3:28])[CH2:3][CH2:4][CH2:5][C:6]([O:8][CH2:9][C@@H:10]([C@@H:12]([CH2:14][OH:15])[OH:13])[OH:11])=[O:7].[OH2:7]. (2) Reactant: [CH3:1][C:2]([CH3:17])([CH2:8][O:9][Si:10]([CH3:16])([CH3:15])[C:11]([CH3:14])([CH3:13])[CH3:12])[CH2:3][CH:4]([OH:7])CO.O.I([O-])(=O)(=O)=O.[Na+].[BH4-].[Na+]. Product: [CH3:1][C:2]([CH3:17])([CH2:8][O:9][Si:10]([CH3:16])([CH3:15])[C:11]([CH3:13])([CH3:12])[CH3:14])[CH2:3][CH2:4][OH:7]. The catalyst class is: 8.